Dataset: Full USPTO retrosynthesis dataset with 1.9M reactions from patents (1976-2016). Task: Predict the reactants needed to synthesize the given product. (1) Given the product [Cl:17][C:11]1[CH:12]=[CH:13][CH:14]=[C:15]([Cl:16])[C:10]=1[C:9]([NH:8][C:6]1[CH:5]=[CH:4][N:3]=[C:2]([NH:26][C:21]2[C:20]([F:19])=[CH:25][CH:24]=[CH:23][N:22]=2)[CH:7]=1)=[O:18], predict the reactants needed to synthesize it. The reactants are: Br[C:2]1[CH:7]=[C:6]([NH:8][C:9](=[O:18])[C:10]2[C:15]([Cl:16])=[CH:14][CH:13]=[CH:12][C:11]=2[Cl:17])[CH:5]=[CH:4][N:3]=1.[F:19][C:20]1[C:21]([NH2:26])=[N:22][CH:23]=[CH:24][CH:25]=1.C([O-])([O-])=O.[Cs+].[Cs+]. (2) Given the product [N:1]([CH2:6][C:7]([C:9]1[CH:14]=[CH:13][CH:12]=[CH:11][C:10]=1[O:15][CH3:16])=[O:8])=[N+:2]=[N-:3], predict the reactants needed to synthesize it. The reactants are: [N-:1]=[N+:2]=[N-:3].[Na+].Br[CH2:6][C:7]([C:9]1[CH:14]=[CH:13][CH:12]=[CH:11][C:10]=1[O:15][CH3:16])=[O:8]. (3) Given the product [C:9]([C:7]1[S:8][C:4]2[C:3]([C:13]#[N:14])=[C:2](/[N:1]=[CH:17]/[N:18]([CH3:20])[CH3:19])[CH:12]=[CH:11][C:5]=2[N:6]=1)#[N:10], predict the reactants needed to synthesize it. The reactants are: [NH2:1][C:2]1[CH:12]=[CH:11][C:5]2[N:6]=[C:7]([C:9]#[N:10])[S:8][C:4]=2[C:3]=1[C:13]#[N:14].CO[CH:17](OC)[N:18]([CH3:20])[CH3:19]. (4) Given the product [Cl:1][C:2]1[N:6]2[CH:7]=[C:8]([C:15]3[NH:19][CH:18]=[CH:17][N:16]=3)[CH:9]=[C:10]([C:11]([F:14])([F:12])[F:13])[C:5]2=[N:4][C:3]=1[C:20]([OH:22])=[O:21], predict the reactants needed to synthesize it. The reactants are: [Cl:1][C:2]1[N:6]2[CH:7]=[C:8]([C:15]3[NH:16][CH:17]=[CH:18][N:19]=3)[CH:9]=[C:10]([C:11]([F:14])([F:13])[F:12])[C:5]2=[N:4][C:3]=1[C:20]([O:22]C)=[O:21].[OH-].[Na+].Cl. (5) The reactants are: [C:1]([O:5][C:6]([N:8]1[CH:15]2[CH:11]([N:12]([C:18]([O:20][CH2:21][C:22]3[CH:27]=[CH:26][CH:25]=[CH:24][CH:23]=3)=[O:19])[CH2:13][CH:14]2[CH2:16][OH:17])[CH2:10][CH2:9]1)=[O:7])([CH3:4])([CH3:3])[CH3:2].[F:28][C:29]1[CH:30]=[C:31](O)[CH:32]=[CH:33][C:34]=1[F:35].C1(P(C2C=CC=CC=2)C2C=CC=CC=2)C=CC=CC=1.CC(OC(/N=N/C(OC(C)C)=O)=O)C. Given the product [C:1]([O:5][C:6]([N:8]1[CH:15]2[CH:11]([N:12]([C:18]([O:20][CH2:21][C:22]3[CH:23]=[CH:24][CH:25]=[CH:26][CH:27]=3)=[O:19])[CH2:13][CH:14]2[CH2:16][O:17][C:32]2[CH:31]=[CH:30][C:29]([F:28])=[C:34]([F:35])[CH:33]=2)[CH2:10][CH2:9]1)=[O:7])([CH3:4])([CH3:2])[CH3:3], predict the reactants needed to synthesize it.